This data is from Reaction yield outcomes from USPTO patents with 853,638 reactions. The task is: Predict the reaction yield, written as a fraction of the theoretical maximum amount of product (1.0 means a 100% yield; for example, 0.34 means a 34% yield). (1) The reactants are [C:1](Cl)(=[O:5])[CH2:2][CH2:3][CH3:4].[NH2:7][C:8]1[C:16]2[C:11](=[N:12][CH:13]=[C:14]([Cl:31])[C:15]=2[N:17]2[CH2:22][CH2:21][CH2:20][C@@H:19]([NH:23][C:24](=[O:30])[O:25][C:26]([CH3:29])([CH3:28])[CH3:27])[CH2:18]2)[NH:10][CH:9]=1.C(N(CC)CC)C.[Li+].[OH-]. The catalyst is ClCCl.CN1C(=O)CCC1.C1COCC1.CC#N.O. The product is [C:1]([NH:7][C:8]1[C:16]2[C:11](=[N:12][CH:13]=[C:14]([Cl:31])[C:15]=2[N:17]2[CH2:22][CH2:21][CH2:20][C@@H:19]([NH:23][C:24](=[O:30])[O:25][C:26]([CH3:27])([CH3:28])[CH3:29])[CH2:18]2)[NH:10][CH:9]=1)(=[O:5])[CH2:2][CH2:3][CH3:4]. The yield is 0.930. (2) The reactants are [C:1]([NH:5][S:6]([C:9]1[CH:17]=[C:16]2[C:12]([CH:13]=[CH:14][NH:15]2)=[CH:11][CH:10]=1)(=[O:8])=[O:7])([CH3:4])([CH3:3])[CH3:2].[C:18]1(=O)[CH2:23][CH2:22][CH2:21][CH2:20][CH2:19]1.C[O-].[Na+]. The catalyst is CO. The product is [C:1]([NH:5][S:6]([C:9]1[CH:17]=[C:16]2[C:12]([C:13]([C:18]3[CH2:23][CH2:22][CH2:21][CH2:20][CH:19]=3)=[CH:14][NH:15]2)=[CH:11][CH:10]=1)(=[O:8])=[O:7])([CH3:4])([CH3:2])[CH3:3]. The yield is 0.597.